This data is from Reaction yield outcomes from USPTO patents with 853,638 reactions. The task is: Predict the reaction yield, written as a fraction of the theoretical maximum amount of product (1.0 means a 100% yield; for example, 0.34 means a 34% yield). (1) The reactants are [OH:1][C:2]1[C:3]([CH2:15][CH:16]=[C:17]([CH3:20])[CH2:18][OH:19])=[C:4]([O:13][CH3:14])[C:5]([CH3:12])=[C:6]2[C:10]=1[C:9](=[O:11])[O:8][CH2:7]2.Br[CH2:22][P:23](=[O:32])([O:28][CH:29]([CH3:31])[CH3:30])[O:24][CH:25]([CH3:27])[CH3:26].CC(C)([O-])C.[Li+]. The catalyst is CN(C=O)C. The product is [CH:29]([O:28][P:23]([CH2:22][O:19][CH2:18][C:17]([CH3:20])=[CH:16][CH2:15][C:3]1[C:2]([OH:1])=[C:10]2[C:6](=[C:5]([CH3:12])[C:4]=1[O:13][CH3:14])[CH2:7][O:8][C:9]2=[O:11])(=[O:32])[O:24][CH:25]([CH3:27])[CH3:26])([CH3:31])[CH3:30]. The yield is 0.320. (2) The reactants are Br[C:2]1[C:7](=[O:8])[N:6]([CH2:9][C:10]2[CH:15]=[CH:14][C:13]([C:16]3[C:17]([C:22]#[N:23])=[CH:18][CH:19]=[CH:20][CH:21]=3)=[CH:12][CH:11]=2)[C:5]([CH2:24][CH2:25][CH3:26])=[N:4][C:3]=1[CH3:27].[C:28]1([OH:34])[CH:33]=[CH:32][CH:31]=[CH:30][CH:29]=1.[OH-].[K+].CS(C)=O. The catalyst is C(OCC)(=O)C. The product is [CH3:27][C:3]1[N:4]=[C:5]([CH2:24][CH2:25][CH3:26])[N:6]([CH2:9][C:10]2[CH:15]=[CH:14][C:13]([C:16]3[C:17]([C:22]#[N:23])=[CH:18][CH:19]=[CH:20][CH:21]=3)=[CH:12][CH:11]=2)[C:7](=[O:8])[C:2]=1[O:34][C:28]1[CH:33]=[CH:32][CH:31]=[CH:30][CH:29]=1. The yield is 0.130. (3) The reactants are [CH2:1]([C:3]1[S:11][C:6]2=[N:7][CH:8]=[CH:9][CH:10]=[C:5]2[CH:4]=1)[CH3:2].[Cl:12][S:13](O)(=[O:15])=[O:14].P(Cl)(Cl)(Cl)=O.P(Cl)(Cl)(Cl)(Cl)Cl. The catalyst is C(Cl)Cl. The product is [CH2:1]([C:3]1[S:11][C:6]2=[N:7][CH:8]=[CH:9][CH:10]=[C:5]2[C:4]=1[S:13]([Cl:12])(=[O:15])=[O:14])[CH3:2]. The yield is 0.560. (4) The reactants are [NH2:1][C:2]1[N:10]=[CH:9][CH:8]=[CH:7][C:3]=1[C:4]([OH:6])=[O:5].[C:11](=O)(O)[O-].[Na+]. The catalyst is CO.S(=O)(=O)(O)O. The product is [CH3:11][O:5][C:4](=[O:6])[C:3]1[CH:7]=[CH:8][CH:9]=[N:10][C:2]=1[NH2:1]. The yield is 0.480. (5) The reactants are I[C:2]1[C:7]([N+:8]([O-:10])=[O:9])=[CH:6][N:5]=[C:4]2[O:11][CH2:12][CH2:13][C:3]=12.[CH3:14][C@H:15]1[CH2:20][NH:19][CH2:18][C@@H:17]([NH:21][C:22](=[O:28])[O:23][C:24]([CH3:27])([CH3:26])[CH3:25])[CH2:16]1.CCN(C(C)C)C(C)C. The catalyst is CCO. The product is [CH3:14][C@H:15]1[CH2:20][N:19]([C:2]2[C:7]([N+:8]([O-:10])=[O:9])=[CH:6][N:5]=[C:4]3[O:11][CH2:12][CH2:13][C:3]=23)[CH2:18][C@@H:17]([NH:21][C:22](=[O:28])[O:23][C:24]([CH3:27])([CH3:26])[CH3:25])[CH2:16]1. The yield is 0.750. (6) The reactants are C[N:2]([C:20]1[C:21]([CH3:27])=[N:22][N:23]([CH3:26])[C:24]=1[CH3:25])[S:3]([C:6]1[CH:11]=[CH:10][C:9](C2C=CC=C(C=O)C=2)=[CH:8][CH:7]=1)(=[O:5])=[O:4].[N:28]1([C:34]2[CH:39]=[C:38](B3OC(C)(C)C(C)(C)O3)[CH:37]=[CH:36][N:35]=2)[CH2:33][CH2:32][NH:31][CH2:30][CH2:29]1.P([O-])([O-])([O-])=O.[K+].[K+].[K+].C(Cl)[Cl:58]. The catalyst is CN(C=O)C.O.C1C=CC(P(C2C=CC=CC=2)[C-]2C=CC=C2)=CC=1.C1C=CC(P(C2C=CC=CC=2)[C-]2C=CC=C2)=CC=1.Cl[Pd]Cl.[Fe+2]. The product is [Cl:58][C:11]1[CH:10]=[C:9]([C:38]2[CH:37]=[CH:36][N:35]=[C:34]([N:28]3[CH2:33][CH2:32][NH:31][CH2:30][CH2:29]3)[CH:39]=2)[CH:8]=[CH:7][C:6]=1[S:3]([NH:2][C:20]1[C:21]([CH3:27])=[N:22][N:23]([CH3:26])[C:24]=1[CH3:25])(=[O:4])=[O:5]. The yield is 0.680. (7) The reactants are C(OC([N:8]1[CH2:13][CH2:12][N:11]([C:14]2[CH:19]=[CH:18][C:17]([NH:20][C:21]3[N:22]=[CH:23][C:24]4[C:30]([CH3:31])=[C:29]([Br:32])[C:28](=[O:33])[N:27]([CH:34]5[CH2:38][CH2:37][CH2:36][CH2:35]5)[C:25]=4[N:26]=3)=[CH:16][N:15]=2)[CH2:10][CH2:9]1)=O)(C)(C)C. The catalyst is CCOC(C)=O.Cl. The product is [Br:32][C:29]1[C:28](=[O:33])[N:27]([CH:34]2[CH2:38][CH2:37][CH2:36][CH2:35]2)[C:25]2[N:26]=[C:21]([NH:20][C:17]3[CH:16]=[N:15][C:14]([N:11]4[CH2:12][CH2:13][NH:8][CH2:9][CH2:10]4)=[CH:19][CH:18]=3)[N:22]=[CH:23][C:24]=2[C:30]=1[CH3:31]. The yield is 0.930. (8) The reactants are [I-].[C:2]([O:6][C:7]([NH:9][C@H:10]([C:16]([NH:18][CH:19]1[CH2:24][CH2:23][N:22]([C:25]2[S:29][N:28]=[C:27]([CH:30]([CH3:32])[CH3:31])[N:26]=2)[CH2:21][CH2:20]1)=[O:17])[CH2:11][CH2:12][S+](C)C)=[O:8])([CH3:5])([CH3:4])[CH3:3].[Li+].C[Si]([N-][Si](C)(C)C)(C)C. The catalyst is C1COCC1. The product is [CH:30]([C:27]1[N:26]=[C:25]([N:22]2[CH2:23][CH2:24][CH:19]([N:18]3[CH2:12][CH2:11][C@H:10]([NH:9][C:7](=[O:8])[O:6][C:2]([CH3:5])([CH3:4])[CH3:3])[C:16]3=[O:17])[CH2:20][CH2:21]2)[S:29][N:28]=1)([CH3:32])[CH3:31]. The yield is 0.890. (9) The reactants are [Cl:1][C:2]1[CH:11]=[CH:10][C:5]([C:6]([O:8]C)=O)=[C:4]([C:12]#[N:13])[CH:3]=1.[CH3:14][CH2:15][Mg+].[Br-]. The catalyst is CCOCC.CC(O[Ti](OC(C)C)(OC(C)C)OC(C)C)C. The product is [Cl:1][C:2]1[CH:3]=[C:4]2[C:5]([C:6](=[O:8])[NH:13][C:12]32[CH2:15][CH2:14]3)=[CH:10][CH:11]=1. The yield is 0.210. (10) The reactants are [F:1][C:2]1[CH:3]=[C:4]([NH:31][C:32]([C:34]2[C:35](=[O:47])[N:36]([C:40]3[CH:45]=[CH:44][C:43]([F:46])=[CH:42][CH:41]=3)[CH:37]=[CH:38][CH:39]=2)=[O:33])[CH:5]=[CH:6][C:7]=1[O:8][C:9]1[C:17]([N:18]2[CH2:23][CH2:22][O:21][CH:20]([CH3:24])[CH2:19]2)=[CH:16][C:15]2[C:11](=[CH:12][N:13](C3CCCCO3)[N:14]=2)[CH:10]=1.CO.CS(O)(=O)=O.C(Cl)Cl. The catalyst is CCOC(C)=O. The product is [F:1][C:2]1[CH:3]=[C:4]([NH:31][C:32]([C:34]2[C:35](=[O:47])[N:36]([C:40]3[CH:41]=[CH:42][C:43]([F:46])=[CH:44][CH:45]=3)[CH:37]=[CH:38][CH:39]=2)=[O:33])[CH:5]=[CH:6][C:7]=1[O:8][C:9]1[CH:10]=[C:11]2[C:15](=[CH:16][C:17]=1[N:18]1[CH2:23][CH2:22][O:21][CH:20]([CH3:24])[CH2:19]1)[NH:14][N:13]=[CH:12]2. The yield is 0.620.